This data is from Forward reaction prediction with 1.9M reactions from USPTO patents (1976-2016). The task is: Predict the product of the given reaction. (1) Given the reactants [Br:1][C:2]1[CH:3]=[C:4]2[C:9](=[CH:10][CH:11]=1)[N:8]=[C:7]([C:12]1[CH:17]=[CH:16][CH:15]=[CH:14][C:13]=1[O:18][CH3:19])[NH:6][C:5]2=O.O=P(Cl)(Cl)[Cl:23].CN(C)C1C=CC=CC=1.C([O-])(O)=O.[Na+], predict the reaction product. The product is: [Br:1][C:2]1[CH:3]=[C:4]2[C:9](=[CH:10][CH:11]=1)[N:8]=[C:7]([C:12]1[CH:17]=[CH:16][CH:15]=[CH:14][C:13]=1[O:18][CH3:19])[N:6]=[C:5]2[Cl:23]. (2) Given the reactants [CH3:1][O:2][C:3]1[CH:12]=[CH:11][CH:10]=[C:9]2[C:4]=1[CH:5]=[C:6](C(O)=O)[CH:7]=[N:8]2.CC[N:18]([CH2:21]C)CC.N(P(=O)(OC1C=CC=CC=1)[O:27]C1C=CC=CC=1)=[N+]=[N-].[C:42]([OH:46])([CH3:45])([CH3:44])[CH3:43], predict the reaction product. The product is: [C:42]([O:46][C:21]([NH:18][C:6]1[CH:7]=[N:8][C:9]2[C:4]([CH:5]=1)=[C:3]([O:2][CH3:1])[CH:12]=[CH:11][CH:10]=2)=[O:27])([CH3:45])([CH3:44])[CH3:43]. (3) Given the reactants [Br:1][C:2]1[CH:10]=[CH:9][CH:8]=[C:7]2[C:3]=1[CH:4]=[C:5]([C:11]([OH:13])=O)[NH:6]2.Cl.Cl.Cl.[NH2:17][CH:18]1[CH2:23][CH2:22][N:21]([CH2:24][CH2:25][N:26]2[CH:31]3[CH2:32][CH2:33][CH:27]2[CH2:28][CH:29]([OH:34])[CH2:30]3)[CH2:20][CH2:19]1, predict the reaction product. The product is: [OH:34][CH:29]1[CH2:30][CH:31]2[N:26]([CH2:25][CH2:24][N:21]3[CH2:22][CH2:23][CH:18]([NH:17][C:11]([C:5]4[NH:6][C:7]5[C:3]([CH:4]=4)=[C:2]([Br:1])[CH:10]=[CH:9][CH:8]=5)=[O:13])[CH2:19][CH2:20]3)[CH:27]([CH2:33][CH2:32]2)[CH2:28]1. (4) Given the reactants [C:1]([O:5][C:6]([N:8]1[CH2:13][CH2:12][CH:11]([C:14](=O)[NH:15][CH2:16][C:17]([C:19]2[CH:24]=[CH:23][C:22]([F:25])=[C:21]([C:26]([F:29])([F:28])[F:27])[CH:20]=2)=O)[CH2:10][CH2:9]1)=[O:7])([CH3:4])([CH3:3])[CH3:2].C([O-])(=O)C.[NH4+:35], predict the reaction product. The product is: [C:1]([O:5][C:6]([N:8]1[CH2:13][CH2:12][CH:11]([C:14]2[NH:15][CH:16]=[C:17]([C:19]3[CH:24]=[CH:23][C:22]([F:25])=[C:21]([C:26]([F:29])([F:28])[F:27])[CH:20]=3)[N:35]=2)[CH2:10][CH2:9]1)=[O:7])([CH3:4])([CH3:3])[CH3:2]. (5) Given the reactants [F:1][C:2]1[CH:7]=[C:6]([N+:8]([O-:10])=[O:9])[CH:5]=[CH:4][C:3]=1[N:11]1[CH2:15][CH2:14][CH2:13][CH:12]1[CH:16]=O.[CH3:18][NH:19][CH3:20].[BH-](OC(C)=O)(OC(C)=O)OC(C)=O.[Na+], predict the reaction product. The product is: [F:1][C:2]1[CH:7]=[C:6]([N+:8]([O-:10])=[O:9])[CH:5]=[CH:4][C:3]=1[N:11]1[CH2:15][CH2:14][CH2:13][CH:12]1[CH2:16][N:19]([CH3:20])[CH3:18]. (6) Given the reactants [OH:1][C:2]1[CH:11]=[CH:10][C:9]([N:12]([CH2:33][C:34]2[CH:39]=[CH:38][CH:37]=[C:36]([C:40]3[CH:45]=[CH:44][N:43]=[CH:42][CH:41]=3)[CH:35]=2)[C:13](=[O:32])[CH2:14][N:15]([CH3:31])[S:16]([C:19]2[CH:24]=[CH:23][C:22]([C:25]3[CH:30]=[CH:29][CH:28]=[CH:27][CH:26]=3)=[CH:21][CH:20]=2)(=[O:18])=[O:17])=[CH:8][C:3]=1[C:4]([O:6]C)=[O:5].C(N(C1C=CC(O)=C(C=1)C(O)=O)C(=O)CN(CC1C=CC=CC=1)S(C1C=CC(C)=CC=1)(=O)=O)C1C=CC=CC=1.C(#N)C, predict the reaction product. The product is: [OH:1][C:2]1[CH:11]=[CH:10][C:9]([N:12]([CH2:33][C:34]2[CH:39]=[CH:38][CH:37]=[C:36]([C:40]3[CH:41]=[CH:42][N:43]=[CH:44][CH:45]=3)[CH:35]=2)[C:13](=[O:32])[CH2:14][N:15]([CH3:31])[S:16]([C:19]2[CH:24]=[CH:23][C:22]([C:25]3[CH:30]=[CH:29][CH:28]=[CH:27][CH:26]=3)=[CH:21][CH:20]=2)(=[O:18])=[O:17])=[CH:8][C:3]=1[C:4]([OH:6])=[O:5]. (7) Given the reactants [C:1]1([B:7]([OH:9])[OH:8])[CH:6]=[CH:5][CH:4]=[CH:3][CH:2]=1.Br[C:11]1[CH:12]=[C:13](B(O)O)[CH:14]=[CH:15][CH:16]=1.C1(P(C2C=CC=CC=2)C2C=CC=CC=2)C=CC=CC=1.C([O-])([O-])=O.[K+].[K+], predict the reaction product. The product is: [C:3]1([C:11]2[CH:12]=[CH:13][CH:14]=[CH:15][CH:16]=2)[CH:4]=[CH:5][CH:6]=[C:1]([B:7]([OH:9])[OH:8])[CH:2]=1. (8) Given the reactants [Cl-].[NH4+:2].[Cl-].C[Al](C)C.[CH3:8][C:9]1[C:18]2[C:13](=[CH:14][CH:15]=[CH:16][CH:17]=2)[N:12]=[C:11]([NH:19][C:20]#[N:21])[N:10]=1, predict the reaction product. The product is: [CH3:8][C:9]1[C:18]2[C:13](=[CH:14][CH:15]=[CH:16][CH:17]=2)[N:12]=[C:11]([NH:19][C:20]([NH2:2])=[NH:21])[N:10]=1. (9) Given the reactants [CH3:1][O:2][C:3]1[CH:8]=[CH:7][C:6]([C:9]2[C:13]3=[C:14]([OH:18])[CH:15]=[CH:16][CH:17]=[C:12]3[O:11][C:10]=2[C:19]2[CH:24]=[CH:23][CH:22]=[CH:21][CH:20]=2)=[CH:5][CH:4]=1.C(=O)([O-])[O-].[Cs+].[Cs+].[I-].[K+].Br[CH2:34][CH2:35][CH2:36][CH2:37][CH2:38][C:39]([O:41][CH2:42][CH3:43])=[O:40].[Cl-].[Na+], predict the reaction product. The product is: [CH3:1][O:2][C:3]1[CH:4]=[CH:5][C:6]([C:9]2[C:13]3[C:14]([O:18][CH2:34][CH2:35][CH2:36][CH2:37][CH2:38][C:39]([O:41][CH2:42][CH3:43])=[O:40])=[CH:15][CH:16]=[CH:17][C:12]=3[O:11][C:10]=2[C:19]2[CH:24]=[CH:23][CH:22]=[CH:21][CH:20]=2)=[CH:7][CH:8]=1. (10) Given the reactants [CH2:1]([O:8][CH:9]1[CH:13]([OH:14])[CH2:12][N:11]([C:15](=[O:32])[C@H:16]([CH2:28][CH:29]([CH3:31])[CH3:30])[NH:17][C:18]([O:20][CH2:21][C:22]2[CH:27]=[CH:26][CH:25]=[CH:24][CH:23]=2)=[O:19])[CH2:10]1)[C:2]1[CH:7]=[CH:6][CH:5]=[CH:4][CH:3]=1.CC(OI1(OC(C)=O)(OC(C)=O)OC(=O)C2C=CC=CC1=2)=O.C(=O)(O)[O-].[Na+].S([O-])([O-])(=O)=S.[Na+].[Na+], predict the reaction product. The product is: [CH2:1]([O:8][CH:9]1[C:13](=[O:14])[CH2:12][N:11]([C:15](=[O:32])[C@H:16]([CH2:28][CH:29]([CH3:30])[CH3:31])[NH:17][C:18]([O:20][CH2:21][C:22]2[CH:23]=[CH:24][CH:25]=[CH:26][CH:27]=2)=[O:19])[CH2:10]1)[C:2]1[CH:7]=[CH:6][CH:5]=[CH:4][CH:3]=1.